From a dataset of Peptide-MHC class II binding affinity with 134,281 pairs from IEDB. Regression. Given a peptide amino acid sequence and an MHC pseudo amino acid sequence, predict their binding affinity value. This is MHC class II binding data. (1) The peptide sequence is NLFTAMILMSPLVNA. The MHC is H-2-IAb with pseudo-sequence H-2-IAb. The binding affinity (normalized) is 0.582. (2) The peptide sequence is PGPNITATYGGKWLD. The MHC is HLA-DQA10501-DQB10301 with pseudo-sequence HLA-DQA10501-DQB10301. The binding affinity (normalized) is 0.287. (3) The peptide sequence is HFFIGDFFVDHYYSE. The MHC is DRB1_1201 with pseudo-sequence DRB1_1201. The binding affinity (normalized) is 0.0167.